From a dataset of Full USPTO retrosynthesis dataset with 1.9M reactions from patents (1976-2016). Predict the reactants needed to synthesize the given product. (1) Given the product [Cl:25][C:22]1[CH:23]=[CH:24][C:19]([C:8]2[N:9]([CH2:12][CH:13]([OH:18])[C:14]([F:17])([F:16])[F:15])[C:10](=[O:11])[N:6]([CH2:5][C:4]3[CH:3]=[C:2]([C:32]4[CH:33]=[CH:34][CH:35]=[CH:36][C:31]=4[C:30]([F:41])([F:40])[F:29])[CH:28]=[CH:27][CH:26]=3)[N:7]=2)=[CH:20][CH:21]=1, predict the reactants needed to synthesize it. The reactants are: Br[C:2]1[CH:3]=[C:4]([CH:26]=[CH:27][CH:28]=1)[CH2:5][N:6]1[C:10](=[O:11])[N:9]([CH2:12][CH:13]([OH:18])[C:14]([F:17])([F:16])[F:15])[C:8]([C:19]2[CH:24]=[CH:23][C:22]([Cl:25])=[CH:21][CH:20]=2)=[N:7]1.[F:29][C:30]([F:41])([F:40])[C:31]1[CH:36]=[CH:35][CH:34]=[CH:33][C:32]=1B(O)O. (2) Given the product [OH:21][C:8]([C:13]1[CH:12]=[CH:11][CH:10]=[CH:15][C:14]=1[OH:17])([CH3:9])[CH3:6], predict the reactants needed to synthesize it. The reactants are: C[Mg]Cl.OC[C:6]([C:8]1[CH:13]=[CH:12][CH:11]=[CH:10][CH:9]=1)=O.[C:14]([OH:17])(=O)[CH3:15].C1C[O:21]CC1.